From a dataset of Peptide-MHC class I binding affinity with 185,985 pairs from IEDB/IMGT. Regression. Given a peptide amino acid sequence and an MHC pseudo amino acid sequence, predict their binding affinity value. This is MHC class I binding data. The peptide sequence is GLYLYRFHV. The MHC is HLA-B27:03 with pseudo-sequence HLA-B27:03. The binding affinity (normalized) is 0.0847.